From a dataset of CYP2D6 inhibition data for predicting drug metabolism from PubChem BioAssay. Regression/Classification. Given a drug SMILES string, predict its absorption, distribution, metabolism, or excretion properties. Task type varies by dataset: regression for continuous measurements (e.g., permeability, clearance, half-life) or binary classification for categorical outcomes (e.g., BBB penetration, CYP inhibition). Dataset: cyp2d6_veith. (1) The molecule is CN(C(=O)c1ccncc1)c1ccccc1. The result is 0 (non-inhibitor). (2) The molecule is COc1ccc(NC(=O)N2CCC3(CC2)CCN(C(=O)c2cnccn2)CC3)cc1. The result is 0 (non-inhibitor). (3) The compound is CCCCCCCCCCCCCCCC(=O)O[C@H](CC(=O)O)C[N+](C)(C)C. The result is 0 (non-inhibitor). (4) The compound is COc1ccc(NS(=O)(=O)c2ccc(I)cc2)cc1N1CCN(C)CC1. The result is 0 (non-inhibitor). (5) The molecule is COCCn1c(=O)c(-c2cccs2)nc2cnc(Oc3ccccc3)nc21. The result is 0 (non-inhibitor). (6) The compound is COc1ccccc1N1CCN(CCN2C(=O)c3ccccc3C(C)(C)C2=O)CC1. The result is 0 (non-inhibitor). (7) The drug is CCN1C(=O)[C@H]2CC[C@@H]3/C(=N\NC(=O)OCc4ccc(OC)cc4)C[C@@H](O)[C@@H](O)[C@@H]3[C@@H]2C1=O. The result is 0 (non-inhibitor). (8) The drug is Cc1ccc(S(=O)(=O)n2c3ccccc3c3nnc(C(=O)c4ccccc4)nc32)cc1. The result is 0 (non-inhibitor).